Dataset: Catalyst prediction with 721,799 reactions and 888 catalyst types from USPTO. Task: Predict which catalyst facilitates the given reaction. (1) Reactant: [Br:1][C:2]1[S:6][C:5]([C:7]([NH2:9])=O)=[N:4][C:3]=1[CH2:10][CH:11]1[CH2:16][CH2:15][CH2:14][CH2:13][CH2:12]1.C(OC(C(F)(F)F)=O)(C(F)(F)F)=O. Product: [Br:1][C:2]1[S:6][C:5]([C:7]#[N:9])=[N:4][C:3]=1[CH2:10][CH:11]1[CH2:16][CH2:15][CH2:14][CH2:13][CH2:12]1. The catalyst class is: 2. (2) Product: [CH3:1][C:2]1[C:3]([CH2:9][N:10]([CH2:17][C:18]2[C:23]([CH:24]([CH3:26])[CH3:25])=[CH:22][CH:21]=[CH:20][N:19]=2)[CH:11]2[CH2:16][CH2:15][N:14]([C:32]([NH2:31])=[O:33])[CH2:13][CH2:12]2)=[N:4][CH:5]=[C:6]([CH3:8])[CH:7]=1. Reactant: [CH3:1][C:2]1[C:3]([CH2:9][N:10]([CH2:17][C:18]2[C:23]([CH:24]([CH3:26])[CH3:25])=[CH:22][CH:21]=[CH:20][N:19]=2)[CH:11]2[CH2:16][CH2:15][NH:14][CH2:13][CH2:12]2)=[N:4][CH:5]=[C:6]([CH3:8])[CH:7]=1.C[Si]([N:31]=[C:32]=[O:33])(C)C. The catalyst class is: 41. (3) Reactant: [C:1]([O:5][C:6]([N:8]1[CH2:13][CH2:12][N:11]([C:14]2[CH:15]=[N:16][C:17]([N+:20]([O-])=O)=[CH:18][CH:19]=2)[CH2:10][CH:9]1[CH3:23])=[O:7])([CH3:4])([CH3:3])[CH3:2].[H][H]. Product: [C:1]([O:5][C:6]([N:8]1[CH2:13][CH2:12][N:11]([C:14]2[CH:15]=[N:16][C:17]([NH2:20])=[CH:18][CH:19]=2)[CH2:10][CH:9]1[CH3:23])=[O:7])([CH3:4])([CH3:2])[CH3:3]. The catalyst class is: 45.